From a dataset of Forward reaction prediction with 1.9M reactions from USPTO patents (1976-2016). Predict the product of the given reaction. Given the reactants C(=O)([O:7][C:8]1[N:13]=[C:12]([CH:14]([CH3:16])[CH3:15])[CH:11]=[C:10]([CH:17]([CH3:19])[CH3:18])[N:9]=1)OC(C)(C)C.FC(F)(F)C(O)=O, predict the reaction product. The product is: [CH:14]([C:12]1[CH:11]=[C:10]([CH:17]([CH3:19])[CH3:18])[N:9]=[C:8]([OH:7])[N:13]=1)([CH3:16])[CH3:15].